The task is: Predict hERG channel inhibition at various concentrations.. This data is from hERG Central: cardiac toxicity at 1µM, 10µM, and general inhibition. (1) The drug is CCOc1ccccc1C(=O)OCC(=O)Nc1ccc(OC(F)F)cc1. Results: hERG_inhib (hERG inhibition (general)): blocker. (2) The compound is Cc1cc(C=C(C#N)C#N)ccc1N1CCCC1. Results: hERG_inhib (hERG inhibition (general)): blocker. (3) The molecule is CCn1c(SC/C=C/c2ccccc2)nnc1-c1cccs1. Results: hERG_inhib (hERG inhibition (general)): blocker. (4) Results: hERG_inhib (hERG inhibition (general)): blocker. The drug is c1ccc(-n2cc(CNCCc3cscn3)c(-c3ccc4c(c3)OCO4)n2)cc1. (5) The molecule is CCN1CCN(C(c2cccs2)C(C)NC(=S)NC2CCCCC2)CC1. Results: hERG_inhib (hERG inhibition (general)): blocker. (6) The compound is CCCN1CCN(c2ccc([N+](=O)[O-])cc2C#N)CC1. Results: hERG_inhib (hERG inhibition (general)): blocker. (7) The compound is Clc1cccc(OCCCN2CCCC2)c1Cl. Results: hERG_inhib (hERG inhibition (general)): blocker.